The task is: Predict the reactants needed to synthesize the given product.. This data is from Full USPTO retrosynthesis dataset with 1.9M reactions from patents (1976-2016). (1) The reactants are: [CH3:1][N:2](C)/[CH:3]=[CH:4]/[C:5](=O)[C:6]([F:9])([F:8])[F:7].[CH2:12]([C:19]1[NH:23][N:22]=C(N)[C:20]=1[C:25]1[CH:30]=[CH:29][CH:28]=[C:27]([O:31][CH3:32])[CH:26]=1)[C:13]1[CH:18]=[CH:17][CH:16]=[CH:15][CH:14]=1.O. Given the product [CH2:12]([C:19]1[C:20]([C:25]2[CH:30]=[CH:29][CH:28]=[C:27]([O:31][CH3:32])[CH:26]=2)=[C:1]2[N:2]=[CH:3][CH:4]=[C:5]([C:6]([F:9])([F:8])[F:7])[N:22]2[N:23]=1)[C:13]1[CH:14]=[CH:15][CH:16]=[CH:17][CH:18]=1, predict the reactants needed to synthesize it. (2) Given the product [CH3:1][C:2]1[N:3]=[C:4]([O:9][C:10]2[CH:15]=[CH:14][CH:13]=[CH:12][CH:11]=2)[S:5][C:6]=1[CH:7]=[O:8], predict the reactants needed to synthesize it. The reactants are: [CH3:1][C:2]1[N:3]=[C:4]([O:9][C:10]2[CH:15]=[CH:14][CH:13]=[CH:12][CH:11]=2)[S:5][C:6]=1[CH2:7][OH:8]. (3) The reactants are: [CH3:1]C(C)C(=O)C(P(=O)([O-])[O-])=[N+]=[N-].[C:13]([C:15]1[CH:16]=[N:17][C:18]2[C:23]([CH:24]=1)=[CH:22][C:21]([O:25][CH:26]([S:36][CH3:37])[C:27]([NH:29][C:30]([CH2:34]O)([CH3:33])[C:31]#[CH:32])=[O:28])=[CH:20][CH:19]=2)#[CH:14].C(=O)([O-])[O-].[K+].[K+].C(OCC)(=O)C. Given the product [C:34]([C:30]([NH:29][C:27](=[O:28])[CH:26]([O:25][C:21]1[CH:22]=[C:23]2[C:18](=[CH:19][CH:20]=1)[N:17]=[CH:16][C:15]([C:13]#[CH:14])=[CH:24]2)[S:36][CH3:37])([CH3:33])[C:31]#[CH:32])#[CH:1], predict the reactants needed to synthesize it. (4) Given the product [C:8]([OH:10])(=[O:9])[CH2:7][CH2:6][CH2:5][CH2:4][CH2:3][CH2:2][C:1]([NH:13][C:14]1[CH:19]=[CH:18][CH:17]=[CH:16][CH:15]=1)=[O:12], predict the reactants needed to synthesize it. The reactants are: [C:1]([OH:12])(=O)[CH2:2][CH2:3][CH2:4][CH2:5][CH2:6][CH2:7][C:8]([OH:10])=[O:9].[NH2:13][C:14]1[CH:19]=[CH:18][CH:17]=[CH:16][CH:15]=1.[OH-].[K+].